This data is from NCI-60 drug combinations with 297,098 pairs across 59 cell lines. The task is: Regression. Given two drug SMILES strings and cell line genomic features, predict the synergy score measuring deviation from expected non-interaction effect. (1) Drug 1: CCN(CC)CCCC(C)NC1=C2C=C(C=CC2=NC3=C1C=CC(=C3)Cl)OC. Drug 2: COC1=C2C(=CC3=C1OC=C3)C=CC(=O)O2. Cell line: HOP-92. Synergy scores: CSS=32.5, Synergy_ZIP=-6.23, Synergy_Bliss=1.82, Synergy_Loewe=-15.2, Synergy_HSA=1.72. (2) Drug 1: COC1=C(C=C2C(=C1)N=CN=C2NC3=CC(=C(C=C3)F)Cl)OCCCN4CCOCC4. Drug 2: C1=CC(=C2C(=C1NCCNCCO)C(=O)C3=C(C=CC(=C3C2=O)O)O)NCCNCCO. Cell line: TK-10. Synergy scores: CSS=55.0, Synergy_ZIP=4.21, Synergy_Bliss=3.76, Synergy_Loewe=9.97, Synergy_HSA=12.4. (3) Drug 1: CC1C(C(=O)NC(C(=O)N2CCCC2C(=O)N(CC(=O)N(C(C(=O)O1)C(C)C)C)C)C(C)C)NC(=O)C3=C4C(=C(C=C3)C)OC5=C(C(=O)C(=C(C5=N4)C(=O)NC6C(OC(=O)C(N(C(=O)CN(C(=O)C7CCCN7C(=O)C(NC6=O)C(C)C)C)C)C(C)C)C)N)C. Drug 2: CC1=C(C(CCC1)(C)C)C=CC(=CC=CC(=CC(=O)O)C)C. Cell line: SF-539. Synergy scores: CSS=30.7, Synergy_ZIP=1.45, Synergy_Bliss=5.48, Synergy_Loewe=3.58, Synergy_HSA=5.57. (4) Drug 1: CC1C(C(CC(O1)OC2CC(CC3=C2C(=C4C(=C3O)C(=O)C5=C(C4=O)C(=CC=C5)OC)O)(C(=O)CO)O)N)O.Cl. Drug 2: CS(=O)(=O)OCCCCOS(=O)(=O)C. Cell line: SK-OV-3. Synergy scores: CSS=0.967, Synergy_ZIP=-0.234, Synergy_Bliss=0.146, Synergy_Loewe=-2.12, Synergy_HSA=-1.21.